Predict the reaction yield, written as a fraction of the theoretical maximum amount of product (1.0 means a 100% yield; for example, 0.34 means a 34% yield). From a dataset of Reaction yield outcomes from USPTO patents with 853,638 reactions. (1) The reactants are [CH3:1][C:2]1[C:6]([C:7]([O:9][CH3:10])=[O:8])=[CH:5][NH:4][N:3]=1.Br[CH:12]([C:14]1[CH:19]=[CH:18][CH:17]=[CH:16][CH:15]=1)[CH3:13].C(=O)([O-])[O-].[K+].[K+]. The catalyst is CN(C)C=O. The product is [CH3:1][C:2]1[C:6]([C:7]([O:9][CH3:10])=[O:8])=[CH:5][N:4]([CH:12]([C:14]2[CH:19]=[CH:18][CH:17]=[CH:16][CH:15]=2)[CH3:13])[N:3]=1.[CH3:1][C:2]1[N:3]([CH:12]([C:14]2[CH:19]=[CH:18][CH:17]=[CH:16][CH:15]=2)[CH3:13])[N:4]=[CH:5][C:6]=1[C:7]([O:9][CH3:10])=[O:8]. The yield is 0.190. (2) The reactants are [NH2:1][C:2]1[N:7]=[C:6]([CH2:8][O:9]/[N:10]=[C:11](/[C:19]2[CH:24]=[CH:23][CH:22]=[CH:21][CH:20]=2)\[C:12]2[N:16]([CH3:17])[C:15](=[O:18])[O:14][N:13]=2)[CH:5]=[CH:4][CH:3]=1.CO[C:27](OC)([N:29](C)C)[CH3:28].Cl.N[OH:36]. The catalyst is C(O)(C)C. The product is [OH:36][N:29]=[C:27]([NH:1][C:2]1[CH:3]=[CH:4][CH:5]=[C:6]([CH2:8][O:9]/[N:10]=[C:11](\[C:12]2[N:16]([CH3:17])[C:15](=[O:18])[O:14][N:13]=2)/[C:19]2[CH:24]=[CH:23][CH:22]=[CH:21][CH:20]=2)[N:7]=1)[CH3:28]. The yield is 0.750. (3) The reactants are [CH:1]([N:14]1[CH2:17][C:16]([NH:19][C:20]2[CH:21]=[C:22]3[C:31](=[CH:32][C:33]=2[C:34]([F:37])([F:36])[F:35])[O:30][CH2:29][C:28]2[N:23]3[CH:24]([CH3:47])[C:25](=[O:46])[N:26](COCC[Si](C)(C)C)[N:27]=2)([CH3:18])[CH2:15]1)([C:8]1[CH:13]=[CH:12][CH:11]=[CH:10][CH:9]=1)[C:2]1[CH:7]=[CH:6][CH:5]=[CH:4][CH:3]=1. The catalyst is C(Cl)Cl.C(O)(C(F)(F)F)=O. The product is [CH:1]([N:14]1[CH2:15][C:16]([NH:19][C:20]2[CH:21]=[C:22]3[C:31](=[CH:32][C:33]=2[C:34]([F:37])([F:36])[F:35])[O:30][CH2:29][C:28]2[N:23]3[CH:24]([CH3:47])[C:25](=[O:46])[NH:26][N:27]=2)([CH3:18])[CH2:17]1)([C:8]1[CH:13]=[CH:12][CH:11]=[CH:10][CH:9]=1)[C:2]1[CH:7]=[CH:6][CH:5]=[CH:4][CH:3]=1. The yield is 0.840. (4) The reactants are [NH2:1][C:2]1[N:11]=[CH:10][C:9]2[C:8](SC)=[N:7][CH:6]=[N:5][C:4]=2[CH:3]=1.[NH2:14][C:15]1[CH:22]=[CH:21][CH:20]=[CH:19][C:16]=1[CH2:17][NH2:18]. The catalyst is C(O)(C)C. The product is [NH2:1][C:2]1[N:11]=[CH:10][C:9]2[C:8]([NH:18][CH2:17][C:16]3[CH:19]=[CH:20][CH:21]=[CH:22][C:15]=3[NH2:14])=[N:7][CH:6]=[N:5][C:4]=2[CH:3]=1. The yield is 0.470. (5) The reactants are [CH3:1][N:2]([CH3:19])[C:3]1[CH:18]=[CH:17][C:6]([C:7]([NH:9][C:10]2[CH:15]=[CH:14][C:13]([F:16])=[CH:12][CH:11]=2)=[O:8])=[CH:5][N:4]=1.ClC1C=C(C=CC=1)C(OO)=[O:25]. The catalyst is ClCCl.CO.C(Cl)(Cl)Cl. The product is [CH3:1][N:2]([CH3:19])[C:3]1[CH:18]=[CH:17][C:6]([C:7]([NH+:9]([O-:25])[C:10]2[CH:15]=[CH:14][C:13]([F:16])=[CH:12][CH:11]=2)=[O:8])=[CH:5][N:4]=1. The yield is 0.130. (6) The reactants are [NH2:1][C:2]1[S:3][CH:4]=[C:5]([CH2:7][C:8]([NH:10][C:11]2[CH:37]=[CH:36][C:14]([CH2:15][C@@H:16]3[CH2:20][CH2:19][C@H:18]([C@H:21]([OH:28])[C:22]4[CH:27]=[CH:26][CH:25]=[CH:24][CH:23]=4)[N:17]3C(OC(C)(C)C)=O)=[CH:13][C:12]=2[Br:38])=[O:9])[N:6]=1.C(O)(C(F)(F)F)=O.C1(C)C=CC=CC=1. The catalyst is C(Cl)Cl.C(#N)C.O.CO. The product is [NH2:1][C:2]1[S:3][CH:4]=[C:5]([CH2:7][C:8]([NH:10][C:11]2[CH:37]=[CH:36][C:14]([CH2:15][C@@H:16]3[CH2:20][CH2:19][C@H:18]([C@H:21]([OH:28])[C:22]4[CH:23]=[CH:24][CH:25]=[CH:26][CH:27]=4)[NH:17]3)=[CH:13][C:12]=2[Br:38])=[O:9])[N:6]=1. The yield is 0.880. (7) The reactants are [NH2:1][C:2]1[C:3]([NH:17][CH2:18][CH:19]2[CH2:24][CH2:23][CH2:22][N:21](C(OC(C)(C)C)=O)[CH2:20]2)=[CH:4][C:5]([NH:8][C:9]2[CH:14]=[N:13][C:12]([C:15]#[N:16])=[CH:11][N:10]=2)=[N:6][CH:7]=1.CO[CH:34]1[CH2:38][CH2:37][CH:36](OC)O1.C(O)(=O)C. The catalyst is ClCCCl.CO. The product is [NH:21]1[CH2:22][CH2:23][CH2:24][CH:19]([CH2:18][NH:17][C:3]2[C:2]([N:1]3[CH:34]=[CH:38][CH:37]=[CH:36]3)=[CH:7][N:6]=[C:5]([NH:8][C:9]3[N:10]=[CH:11][C:12]([C:15]#[N:16])=[N:13][CH:14]=3)[CH:4]=2)[CH2:20]1. The yield is 0.0400. (8) The reactants are Br[C:2]1[C:3]([N:9]([CH3:16])[CH2:10][CH2:11][C:12]([NH:14][CH3:15])=[O:13])=[N:4][C:5]([Cl:8])=[N:6][CH:7]=1.C1(P(C2C=CC=CC=2)C2C=CC=C3C=2OC2C(P(C4C=CC=CC=4)C4C=CC=CC=4)=CC=CC=2C3(C)C)C=CC=CC=1.C([O-])([O-])=O.[Cs+].[Cs+]. The catalyst is O1CCOCC1.C1C=CC(/C=C/C(/C=C/C2C=CC=CC=2)=O)=CC=1.C1C=CC(/C=C/C(/C=C/C2C=CC=CC=2)=O)=CC=1.C1C=CC(/C=C/C(/C=C/C2C=CC=CC=2)=O)=CC=1.[Pd].[Pd]. The product is [Cl:8][C:5]1[N:4]=[C:3]2[C:2]([N:14]([CH3:15])[C:12](=[O:13])[CH2:11][CH2:10][N:9]2[CH3:16])=[CH:7][N:6]=1. The yield is 0.190. (9) The reactants are [Cl:1][C:2]1[CH:3]=[CH:4][C:5]2[N:6]=[C:7]([CH2:20]Cl)[N:8]3[C:16]4[CH:15]=[CH:14][CH:13]=[C:12]([F:17])[C:11]=4[CH:10]=[C:9]3[C:18]=2[N:19]=1.[F:22][CH:23]1[CH2:26][NH:25][CH2:24]1.C([O-])([O-])=O.[K+].[K+].O. The catalyst is CN(C=O)C.C(Cl)Cl. The product is [Cl:1][C:2]1[CH:3]=[CH:4][C:5]2[N:6]=[C:7]([CH2:20][N:25]3[CH2:26][CH:23]([F:22])[CH2:24]3)[N:8]3[C:16]4[CH:15]=[CH:14][CH:13]=[C:12]([F:17])[C:11]=4[CH:10]=[C:9]3[C:18]=2[N:19]=1. The yield is 0.800.